This data is from Antibody developability classification from SAbDab with 2,409 antibodies. The task is: Regression/Classification. Given an antibody's heavy chain and light chain sequences, predict its developability. TAP uses regression for 5 developability metrics; SAbDab uses binary classification. (1) The antibody is ['EVKLVESGPELKKPGETVKISCKASGFTFTNYGMNWVKQAPGKGLKWMGWINIYTGEPTYADDFKGRFAFSLETSASTAYLQINNLKNEDTATYFCARGYDYEGYFDYWGQGTTLTVSS', 'DIVMTQAPATLSVTPGDRVSLSCRASQSIADYLYWYQQKSHESPRLLLKYASQSISGIPSRFSGSGSGSDFTLTINSVEPEDVGMYYCQNGHSFPRTFGGGTKLEIK']. Result: 0 (not developable). (2) The antibody is ['1tjg', 'PROT_09A57F9F']. Result: 0 (not developable). (3) The antibody is ['QVQLAQSGPELVRPGVSVKISCKGSGYTFTTYAMHWVKQSHAKSLEWIGLISTYSGYTNYNQKFKGKATMTVDKSSSTAYMELARLTSEDSAIYYCARVMGEQYFDVWGAGTTVIVSS', 'DVLMTQTPLSLPVSLGDQASISCRSSQSIVHGNGNTYLEWYLQKPGQSPKLLIYKISNRFSGVPDRFSGSGSGTDFTLKISRVEAEDLGVYYCFQGSHVPYTFGGGTKLEIK']. Result: 0 (not developable). (4) The antibody is ['1rul', 'DVVMTQSPKTISVTIGQPASISCKSSQRLLNSNGKTFLNWLLQRPGQSPKRLIYLGTKLDSGVPDRFTGSGSGTDFTLKISRVEAEDLGVYYCWQGTHFPYTFGGGTKLEIK']. Result: 0 (not developable).